Dataset: Forward reaction prediction with 1.9M reactions from USPTO patents (1976-2016). Task: Predict the product of the given reaction. (1) Given the reactants [Br:1][C:2]1[CH:7]=[C:6]([Cl:8])[C:5]([S:9](Cl)(=[O:11])=[O:10])=[C:4]([Cl:13])[CH:3]=1.[NH2:14][C:15]1[CH:16]=[N:17][N:18]([CH3:21])[C:19]=1[CH3:20], predict the reaction product. The product is: [Br:1][C:2]1[CH:7]=[C:6]([Cl:8])[C:5]([S:9]([NH:14][C:15]2[CH:16]=[N:17][N:18]([CH3:21])[C:19]=2[CH3:20])(=[O:11])=[O:10])=[C:4]([Cl:13])[CH:3]=1. (2) Given the reactants [CH:1]([C:3]1[CH:8]=[C:7]([O:9][CH3:10])[N:6]=[CH:5][C:4]=1[O:11][CH2:12][C:13]1[CH:14]=[N:15][CH:16]=[C:17]([CH:21]=1)[C:18]([O-:20])=[O:19])=[O:2].[OH-].[Na+], predict the reaction product. The product is: [CH:1]([C:3]1[CH:8]=[C:7]([O:9][CH3:10])[N:6]=[CH:5][C:4]=1[O:11][CH2:12][C:13]1[CH:14]=[N:15][CH:16]=[C:17]([CH:21]=1)[C:18]([OH:20])=[O:19])=[O:2].